This data is from Forward reaction prediction with 1.9M reactions from USPTO patents (1976-2016). The task is: Predict the product of the given reaction. (1) The product is: [CH2:1]([C:3]1[CH:4]=[C:5]([C:9]2[C:14]([F:15])=[CH:13][CH:12]=[CH:11][C:10]=2[C@:16]([C@@H:22]2[O:27][CH2:26][CH2:25][N:24]([C:28]([O:30][C:31]([CH3:33])([CH3:34])[CH3:32])=[O:29])[CH2:23]2)([OH:21])[CH2:17][CH2:18][CH2:57][NH:58][C:62]([O:64][CH3:65])=[O:63])[CH:6]=[CH:7][CH:8]=1)[CH3:2]. Given the reactants [CH2:1]([C:3]1[CH:4]=[C:5]([C:9]2[C:14]([F:15])=[CH:13][CH:12]=[CH:11][C:10]=2[C@:16]([C@@H:22]2[O:27][CH2:26][CH2:25][N:24]([C:28]([O:30][C:31]([CH3:34])([CH3:33])[CH3:32])=[O:29])[CH2:23]2)([OH:21])[CH2:17][CH2:18]C=O)[CH:6]=[CH:7][CH:8]=1)[CH3:2].C(C1C=C(C2C(F)=CC=CC=2[C@@]2([C@@H]3OCC[N:58]([C:62]([O:64][C:65](C)(C)C)=[O:63])[CH2:57]3)CCC(O)O2)C=CC=1)C.[BH3-]C#N.[Na+].CCN(CC)CC, predict the reaction product. (2) Given the reactants [H-].[Al+3].[Li+].[H-].[H-].[H-].[NH2:7][C:8]1[S:9][C:10]2[C:16]3[N:17]([C:26]4[CH:36]=[CH:35][C:29]([C:30]([N:32]([CH3:34])[CH3:33])=O)=[CH:28][C:27]=4[Cl:37])[N:18]=[C:19]([C:20]4[CH:21]=[N:22][CH:23]=[CH:24][CH:25]=4)[C:15]=3[CH2:14][CH2:13][C:11]=2[N:12]=1, predict the reaction product. The product is: [Cl:37][C:27]1[CH:28]=[C:29]([CH2:30][N:32]([CH3:34])[CH3:33])[CH:35]=[CH:36][C:26]=1[N:17]1[C:16]2[C:10]3[S:9][C:8]([NH2:7])=[N:12][C:11]=3[CH2:13][CH2:14][C:15]=2[C:19]([C:20]2[CH:21]=[N:22][CH:23]=[CH:24][CH:25]=2)=[N:18]1. (3) Given the reactants [CH3:1][N:2]([CH3:12])[C@H:3]([C:5]1[CH:6]=[C:7]([OH:11])[CH:8]=[CH:9][CH:10]=1)[CH3:4].C=O.[CH:15]([OH:17])=O, predict the reaction product. The product is: [CH3:4][CH2:3][N:2]([C:15]([O:11][C:7]1[CH:8]=[CH:9][CH:10]=[C:5]([C@@H:3]([N:2]([CH3:1])[CH3:12])[CH3:4])[CH:6]=1)=[O:17])[CH3:1]. (4) The product is: [NH2:9][C:6]1[CH:7]=[CH:8][C:3]([O:2][CH3:1])=[N:4][C:5]=1[Br:15]. Given the reactants [CH3:1][O:2][C:3]1[CH:8]=[CH:7][C:6]([NH2:9])=[CH:5][N:4]=1.C([O-])(=O)C.[Na+].[Br:15]Br.[OH-].[Na+], predict the reaction product. (5) Given the reactants ClC1C=C(NN)C(SCC)=NC=1.[NH2:13][C:14]1[CH:22]=[CH:21][C:20]([C:23]([F:26])([F:25])[F:24])=[CH:19][C:15]=1[C:16]([OH:18])=O.NC1C(Br)=CC=CC=1[C:30]([NH:32][NH:33][C:34]1[C:35]([S:41][CH2:42][CH3:43])=[N:36][CH:37]=[C:38]([Cl:40])[CH:39]=1)=O, predict the reaction product. The product is: [Cl:40][C:38]1[CH:39]=[C:34]([NH:33][N:32]2[C:16](=[O:18])[C:15]3[C:14](=[CH:22][CH:21]=[C:20]([C:23]([F:26])([F:25])[F:24])[CH:19]=3)[N:13]=[CH:30]2)[C:35]([S:41][CH2:42][CH3:43])=[N:36][CH:37]=1. (6) The product is: [NH:14]1[C:22]2[C:17](=[CH:18][CH:19]=[CH:20][CH:21]=2)[CH:16]=[C:15]1[C:23]([NH:2][CH:3]1[CH2:12][C:11]2[C:6](=[CH:7][CH:8]=[CH:9][CH:10]=2)[NH:5][C:4]1=[O:13])=[O:24]. Given the reactants Cl.[NH2:2][CH:3]1[CH2:12][C:11]2[C:6](=[CH:7][CH:8]=[CH:9][CH:10]=2)[NH:5][C:4]1=[O:13].[NH:14]1[C:22]2[C:17](=[CH:18][CH:19]=[CH:20][CH:21]=2)[CH:16]=[C:15]1[C:23](O)=[O:24], predict the reaction product. (7) Given the reactants [Si:1]([O:8][C@@H:9]([CH2:15][Cl:16])[CH2:10][C:11](OC)=[O:12])([C:4]([CH3:7])([CH3:6])[CH3:5])([CH3:3])[CH3:2].CC(C[AlH]CC(C)C)C, predict the reaction product. The product is: [Si:1]([O:8][C@@H:9]([CH2:15][Cl:16])[CH2:10][CH:11]=[O:12])([C:4]([CH3:7])([CH3:6])[CH3:5])([CH3:3])[CH3:2]. (8) Given the reactants [Cl:1][C:2]1[CH:3]=[CH:4][C:5]([NH:11][C:12](=[O:15])[CH2:13]Cl)=[C:6]([CH:10]=1)[C:7]([OH:9])=[O:8].[CH:16]([N:29]1[CH2:34][CH2:33][NH:32][CH2:31][CH2:30]1)([C:23]1[CH:28]=[CH:27][CH:26]=[CH:25][CH:24]=1)[C:17]1[CH:22]=[CH:21][CH:20]=[CH:19][CH:18]=1.C(N(CC)C(C)C)(C)C.[I-].[Na+], predict the reaction product. The product is: [Cl:1][C:2]1[CH:3]=[CH:4][C:5]([NH:11][C:12](=[O:15])[CH2:13][N:32]2[CH2:33][CH2:34][N:29]([CH:16]([C:17]3[CH:22]=[CH:21][CH:20]=[CH:19][CH:18]=3)[C:23]3[CH:28]=[CH:27][CH:26]=[CH:25][CH:24]=3)[CH2:30][CH2:31]2)=[C:6]([CH:10]=1)[C:7]([OH:9])=[O:8]. (9) Given the reactants C(OC(=O)[CH:5]([C:11]1[CH:16]=[CH:15][C:14]([N+:17]([O-:19])=[O:18])=[CH:13][N:12]=1)C(OCC)=O)C.[OH-].[Na+], predict the reaction product. The product is: [CH3:5][C:11]1[CH:16]=[CH:15][C:14]([N+:17]([O-:19])=[O:18])=[CH:13][N:12]=1.